From a dataset of NCI-60 drug combinations with 297,098 pairs across 59 cell lines. Regression. Given two drug SMILES strings and cell line genomic features, predict the synergy score measuring deviation from expected non-interaction effect. (1) Drug 1: CCCCC(=O)OCC(=O)C1(CC(C2=C(C1)C(=C3C(=C2O)C(=O)C4=C(C3=O)C=CC=C4OC)O)OC5CC(C(C(O5)C)O)NC(=O)C(F)(F)F)O. Drug 2: C1C(C(OC1N2C=NC(=NC2=O)N)CO)O. Cell line: M14. Synergy scores: CSS=31.8, Synergy_ZIP=-1.78, Synergy_Bliss=-3.86, Synergy_Loewe=-0.936, Synergy_HSA=-3.08. (2) Drug 1: C1=C(C(=O)NC(=O)N1)N(CCCl)CCCl. Drug 2: C1=NC2=C(N=C(N=C2N1C3C(C(C(O3)CO)O)O)F)N. Cell line: SNB-75. Synergy scores: CSS=15.5, Synergy_ZIP=-7.20, Synergy_Bliss=-1.76, Synergy_Loewe=-6.85, Synergy_HSA=-2.61.